From a dataset of Full USPTO retrosynthesis dataset with 1.9M reactions from patents (1976-2016). Predict the reactants needed to synthesize the given product. (1) Given the product [Cl:28][C:21]1[C:22]([F:27])=[CH:23][CH:24]=[C:25]([F:26])[C:20]=1[CH2:19][N:16]1[C:14]2=[N:15][C:10]([C:7]3[CH:8]=[CH:9][C:4]([C:3]([OH:30])=[O:2])=[C:5]([F:29])[CH:6]=3)=[CH:11][CH:12]=[C:13]2[N:18]=[N:17]1, predict the reactants needed to synthesize it. The reactants are: C[O:2][C:3](=[O:30])[C:4]1[CH:9]=[CH:8][C:7]([C:10]2[N:15]=[C:14]3[N:16]([CH2:19][C:20]4[C:25]([F:26])=[CH:24][CH:23]=[C:22]([F:27])[C:21]=4[Cl:28])[N:17]=[N:18][C:13]3=[CH:12][CH:11]=2)=[CH:6][C:5]=1[F:29].[OH-].[Na+].Cl. (2) Given the product [F:1][C:2]1[CH:21]=[CH:20][CH:19]=[CH:18][C:3]=1[CH2:4][N:5]1[C:9]([C:10]2[CH:14]=[CH:13][O:12][N:11]=2)=[CH:8][C:7]([C:15]2[N:16]=[C:31]([NH2:32])[C:30](/[N:29]=[N:28]/[C:22]3[CH:27]=[CH:26][CH:25]=[CH:24][CH:23]=3)=[C:33]([NH2:34])[N:17]=2)=[N:6]1, predict the reactants needed to synthesize it. The reactants are: [F:1][C:2]1[CH:21]=[CH:20][CH:19]=[CH:18][C:3]=1[CH2:4][N:5]1[C:9]([C:10]2[CH:14]=[CH:13][O:12][N:11]=2)=[CH:8][C:7]([C:15](=[NH:17])[NH2:16])=[N:6]1.[C:22]1(/[N:28]=[N:29]/[CH:30]([C:33]#[N:34])[C:31]#[N:32])[CH:27]=[CH:26][CH:25]=[CH:24][CH:23]=1.C(=O)(O)[O-].[K+]. (3) Given the product [C:1]([O:5][C:6]([N:8]1[CH2:13][CH2:12][CH:11]([CH2:14][NH:15][CH3:16])[CH2:10][CH2:9]1)=[O:7])([CH3:4])([CH3:3])[CH3:2], predict the reactants needed to synthesize it. The reactants are: [C:1]([O:5][C:6]([N:8]1[CH2:13][CH2:12][CH:11]([C:14](=O)[NH:15][CH3:16])[CH2:10][CH2:9]1)=[O:7])([CH3:4])([CH3:3])[CH3:2].C1(C)C=CC=CC=1.COCCO[AlH2-]OCCOC.[Na+].